Predict the reactants needed to synthesize the given product. From a dataset of Full USPTO retrosynthesis dataset with 1.9M reactions from patents (1976-2016). (1) The reactants are: [NH2:1][CH2:2][C:3]1[CH:4]=[C:5]([CH2:9][N:10]2[C:18]3[C:13](=[C:14]([O:20][CH3:21])[CH:15]=[C:16]([F:19])[CH:17]=3)[C:12]([NH:22][S:23]([C:26]3[S:27][C:28]([Cl:31])=[CH:29][CH:30]=3)(=[O:25])=[O:24])=[N:11]2)[CH:6]=[CH:7][CH:8]=1.C([O:35][C:36]([CH3:41])([CH3:40])[C:37](Cl)=[O:38])(=O)C.C(=O)([O-])[O-].[K+].[K+].Cl. Given the product [Cl:31][C:28]1[S:27][C:26]([S:23]([NH:22][C:12]2[C:13]3[C:18](=[CH:17][C:16]([F:19])=[CH:15][C:14]=3[O:20][CH3:21])[N:10]([CH2:9][C:5]3[CH:4]=[C:3]([CH2:2][NH:1][C:37](=[O:38])[C:36]([OH:35])([CH3:41])[CH3:40])[CH:8]=[CH:7][CH:6]=3)[N:11]=2)(=[O:25])=[O:24])=[CH:30][CH:29]=1, predict the reactants needed to synthesize it. (2) Given the product [CH2:16]([N:4]1[C:3]([C:1]#[N:2])=[C:7]([C:8]#[N:9])[N:6]=[CH:5]1)[C:17]1[CH:22]=[CH:21][CH:20]=[CH:19][CH:18]=1, predict the reactants needed to synthesize it. The reactants are: [C:1]([C:3]1[N:4]=[CH:5][NH:6][C:7]=1[C:8]#[N:9])#[N:2].C(=O)([O-])[O-].[K+].[K+].[CH2:16](Cl)[C:17]1[CH:22]=[CH:21][CH:20]=[CH:19][CH:18]=1. (3) Given the product [CH3:25][C:9]1[CH:10]=[C:11]([C:15]([F:24])([C:20]([F:21])([F:22])[F:23])[C:16]([F:18])([F:19])[F:17])[CH:12]=[C:13]([CH3:14])[C:8]=1[NH:7][C:5](=[O:6])[C:4]1[CH:26]=[C:27]([F:30])[C:28]([F:29])=[C:2]([N+:1]([O-:35])=[O:41])[C:3]=1[F:31], predict the reactants needed to synthesize it. The reactants are: [NH2:1][C:2]1[C:3]([F:31])=[C:4]([CH:26]=[C:27]([F:30])[C:28]=1[F:29])[C:5]([NH:7][C:8]1[C:13]([CH3:14])=[CH:12][C:11]([C:15]([F:24])([C:20]([F:23])([F:22])[F:21])[C:16]([F:19])([F:18])[F:17])=[CH:10][C:9]=1[CH3:25])=[O:6].FC(F)(F)C(O)=[O:35].OO.[OH2:41]. (4) The reactants are: Br[C:2]1[CH:7]=[CH:6][C:5]([CH2:8][C:9]([OH:11])=[O:10])=[CH:4][CH:3]=1.[CH3:12][C:13]1[N:14]=[CH:15][O:16][C:17]=1C(O)=O.C(=O)([O-])[O-].[Cs+].[Cs+]. Given the product [CH3:12][C:13]1[N:14]=[CH:15][O:16][C:17]=1[C:2]1[CH:7]=[CH:6][C:5]([CH2:8][C:9]([OH:11])=[O:10])=[CH:4][CH:3]=1, predict the reactants needed to synthesize it. (5) Given the product [Cl:1][C:2]1[C:7]2[CH:8]=[C:9]([C:11]([O:13][CH2:14][CH3:15])=[O:12])[N:10]([CH2:21][O:22][CH2:23][CH2:24][Si:25]([CH3:28])([CH3:27])[CH3:26])[C:6]=2[C:5](=[O:16])[N:4]([CH3:17])[N:3]=1, predict the reactants needed to synthesize it. The reactants are: [Cl:1][C:2]1[C:7]2[CH:8]=[C:9]([C:11]([O:13][CH2:14][CH3:15])=[O:12])[NH:10][C:6]=2[C:5](=[O:16])[N:4]([CH3:17])[N:3]=1.[H-].[Na+].Cl[CH2:21][O:22][CH2:23][CH2:24][Si:25]([CH3:28])([CH3:27])[CH3:26].